From a dataset of Forward reaction prediction with 1.9M reactions from USPTO patents (1976-2016). Predict the product of the given reaction. (1) Given the reactants [CH3:1][C:2]([CH3:43])([CH3:42])[C:3]#[C:4][CH2:5][N:6]1[CH:11]([C:12]2[CH:17]=[CH:16][C:15]([C:18]([F:21])([F:20])[F:19])=[CH:14][CH:13]=2)[CH2:10][C:9]([F:23])([F:22])[CH:8]([CH2:24][C:25]([O:27][C:28]([CH3:31])([CH3:30])[CH3:29])=[O:26])[CH:7]1[C:32]1[CH:37]=[CH:36][C:35]([C:38]([F:41])([F:40])[F:39])=[CH:34][CH:33]=1.[H][H], predict the reaction product. The product is: [CH3:1][C:2]([CH3:43])([CH3:42])[CH2:3][CH2:4][CH2:5][N:6]1[CH:11]([C:12]2[CH:13]=[CH:14][C:15]([C:18]([F:20])([F:21])[F:19])=[CH:16][CH:17]=2)[CH2:10][C:9]([F:23])([F:22])[CH:8]([CH2:24][C:25]([O:27][C:28]([CH3:29])([CH3:30])[CH3:31])=[O:26])[CH:7]1[C:32]1[CH:37]=[CH:36][C:35]([C:38]([F:41])([F:40])[F:39])=[CH:34][CH:33]=1. (2) Given the reactants O.[OH-].[Li+].[Cl:4][C:5]1[CH:6]=[C:7]([CH:18]=[CH:19][CH:20]=1)[O:8][C:9]1([C:13]([O:15]CC)=[O:14])[CH2:12][CH2:11][CH2:10]1, predict the reaction product. The product is: [Cl:4][C:5]1[CH:6]=[C:7]([CH:18]=[CH:19][CH:20]=1)[O:8][C:9]1([C:13]([OH:15])=[O:14])[CH2:12][CH2:11][CH2:10]1.